This data is from Full USPTO retrosynthesis dataset with 1.9M reactions from patents (1976-2016). The task is: Predict the reactants needed to synthesize the given product. (1) The reactants are: [CH:1]1([CH2:4][NH:5][C:6](=[O:17])[NH:7][C:8]2[CH:16]=[CH:15][C:11]([C:12]([OH:14])=O)=[CH:10][CH:9]=2)[CH2:3][CH2:2]1.[N:18]1([CH2:25][C:26]2[CH:31]=[CH:30][C:29]([C:32]([OH:41])([C:37]([F:40])([F:39])[F:38])[C:33]([F:36])([F:35])[F:34])=[CH:28][CH:27]=2)[CH2:24][CH2:23][CH2:22][NH:21][CH2:20][CH2:19]1.C(N(CC)CC)C.Cl.CN(C)CCCN=C=NCC. Given the product [CH:1]1([CH2:4][NH:5][C:6]([NH:7][C:8]2[CH:9]=[CH:10][C:11]([C:12]([N:21]3[CH2:22][CH2:23][CH2:24][N:18]([CH2:25][C:26]4[CH:27]=[CH:28][C:29]([C:32]([OH:41])([C:37]([F:38])([F:39])[F:40])[C:33]([F:36])([F:34])[F:35])=[CH:30][CH:31]=4)[CH2:19][CH2:20]3)=[O:14])=[CH:15][CH:16]=2)=[O:17])[CH2:2][CH2:3]1, predict the reactants needed to synthesize it. (2) Given the product [NH:6]1[C:7]2[C:3](=[CH:2][CH:10]=[CH:9][CH:8]=2)[CH:4]=[CH:5]1, predict the reactants needed to synthesize it. The reactants are: Br[C:2]1[CH:10]=[CH:9][CH:8]=[C:7]2[C:3]=1[CH:4]=[CH:5][NH:6]2.B(OB([O-])[O-])([O-])[O-].CC([O-])=O.[K+].CCOC(C)=O.CCCCCC. (3) Given the product [CH3:20][N:21]1[CH:22]=[CH:23][CH:24]([C:8]2[CH:9]=[C:10]([NH2:18])[CH:11]=[C:12]([C:14]([F:15])([F:16])[F:17])[CH:13]=2)[CH2:25][CH2:26]1, predict the reactants needed to synthesize it. The reactants are: CC1(C)COB([C:8]2[CH:9]=[C:10]([NH2:18])[CH:11]=[C:12]([C:14]([F:17])([F:16])[F:15])[CH:13]=2)OC1.[CH3:20][N:21]1[CH2:26][CH:25]=[C:24](OS(C(F)(F)F)(=O)=O)[CH2:23][CH2:22]1.[Li+].[Cl-].C1C=CC(P(C2C=CC=CC=2)C2C=CC=CC=2)=CC=1.C([O-])([O-])=O.[Na+].[Na+]. (4) Given the product [Cl:16][C:13]1[CH:14]=[CH:15][C:10]([CH:7]2[C:8]3[N:28]([CH3:27])[N:29]=[C:1]([CH3:2])[C:4]=3[C:5](=[O:26])[N:6]2[C:17]2[CH:22]=[C:21]([CH3:23])[C:20](=[O:24])[N:19]([CH3:25])[CH:18]=2)=[CH:11][CH:12]=1, predict the reactants needed to synthesize it. The reactants are: [C:1]([CH:4]1[C:8](=O)[CH:7]([C:10]2[CH:15]=[CH:14][C:13]([Cl:16])=[CH:12][CH:11]=2)[N:6]([C:17]2[CH:22]=[C:21]([CH3:23])[C:20](=[O:24])[N:19]([CH3:25])[CH:18]=2)[C:5]1=[O:26])(=O)[CH3:2].[CH3:27][NH:28][NH2:29]. (5) Given the product [CH3:7][O:8][C:9](=[O:42])[NH:10][C@H:11]([C:15]([N:17]1[CH2:21][CH2:20][CH2:19][C@H:18]1[C:22]1[NH:23][CH:24]=[C:25]([C:27]2[CH:28]=[CH:29][C:30]([C:47]3[CH:46]=[C:45]([Cl:55])[C:44]([NH2:43])=[CH:49][C:48]=3[C:50]([F:52])([F:53])[F:51])=[CH:31][CH:32]=2)[N:26]=1)=[O:16])[CH:12]([CH3:14])[CH3:13], predict the reactants needed to synthesize it. The reactants are: C(=O)([O-])[O-].[K+].[K+].[CH3:7][O:8][C:9](=[O:42])[NH:10][C@H:11]([C:15]([N:17]1[CH2:21][CH2:20][CH2:19][C@H:18]1[C:22]1[NH:23][CH:24]=[C:25]([C:27]2[CH:32]=[CH:31][C:30](B3OC(C)(C)C(C)(C)O3)=[CH:29][CH:28]=2)[N:26]=1)=[O:16])[CH:12]([CH3:14])[CH3:13].[NH2:43][C:44]1[C:45]([Cl:55])=[CH:46][C:47](Br)=[C:48]([C:50]([F:53])([F:52])[F:51])[CH:49]=1. (6) Given the product [C:23]([O:27][C:28](=[O:36])[NH:29][C@H:30]1[CH2:34][CH2:33][C@H:32]([NH:35][C:18]2[C:17]([N+:20]([O-:22])=[O:21])=[CH:16][N:15]=[C:14]3[N:10]([S:7]([C:1]4[CH:6]=[CH:5][CH:4]=[CH:3][CH:2]=4)(=[O:9])=[O:8])[CH:11]=[CH:12][C:13]=23)[CH2:31]1)([CH3:26])([CH3:24])[CH3:25], predict the reactants needed to synthesize it. The reactants are: [C:1]1([S:7]([N:10]2[C:14]3=[N:15][CH:16]=[C:17]([N+:20]([O-:22])=[O:21])[C:18](Cl)=[C:13]3[CH:12]=[CH:11]2)(=[O:9])=[O:8])[CH:6]=[CH:5][CH:4]=[CH:3][CH:2]=1.[C:23]([O:27][C:28](=[O:36])[NH:29][C@H:30]1[CH2:34][CH2:33][C@H:32]([NH2:35])[CH2:31]1)([CH3:26])([CH3:25])[CH3:24].C(N(C(C)C)CC)(C)C. (7) Given the product [Br:1][C:2]1[C:3]2[N:4]([C:22]([CH3:25])=[N:23][N:24]=2)[C:5]2[CH:10]=[C:9]([CH3:11])[N:8]([CH2:12][C:13]3[CH:14]=[C:15]([CH2:20][N:28]4[CH2:29][CH2:30][CH2:27][CH2:26]4)[CH:16]=[C:17]([Cl:19])[CH:18]=3)[C:6]=2[CH:7]=1, predict the reactants needed to synthesize it. The reactants are: [Br:1][C:2]1[C:3]2[N:4]([C:22]([CH3:25])=[N:23][N:24]=2)[C:5]2[CH:10]=[C:9]([CH3:11])[N:8]([CH2:12][C:13]3[CH:14]=[C:15]([CH2:20]O)[CH:16]=[C:17]([Cl:19])[CH:18]=3)[C:6]=2[CH:7]=1.[CH2:26]([N:28](CC)[CH2:29][CH3:30])[CH3:27].CS(Cl)(=O)=O.N1CCCC1.